From a dataset of Full USPTO retrosynthesis dataset with 1.9M reactions from patents (1976-2016). Predict the reactants needed to synthesize the given product. (1) Given the product [CH:1]([O:4][C:5]([N:7]1[CH2:12][CH2:11][CH:10]([O:13][C:14]2[C:19]([O:20][CH3:21])=[C:18]([NH:30][C:29]3[C:24]([CH3:23])=[N:25][C:26]([S:31]([CH3:34])(=[O:33])=[O:32])=[CH:27][CH:28]=3)[N:17]=[CH:16][N:15]=2)[CH2:9][CH2:8]1)=[O:6])([CH3:3])[CH3:2].[ClH:22], predict the reactants needed to synthesize it. The reactants are: [CH:1]([O:4][C:5]([N:7]1[CH2:12][CH2:11][CH:10]([O:13][C:14]2[C:19]([O:20][CH3:21])=[C:18]([Cl:22])[N:17]=[CH:16][N:15]=2)[CH2:9][CH2:8]1)=[O:6])([CH3:3])[CH3:2].[CH3:23][C:24]1[C:29]([NH2:30])=[CH:28][CH:27]=[C:26]([S:31]([CH3:34])(=[O:33])=[O:32])[N:25]=1.C(N1CCN2CCN(CC(C)C)P1N(CC(C)C)CC2)C(C)C.CC([O-])(C)C.[Na+]. (2) Given the product [C:17]([C:9]1[C:10]([C:13]([F:14])([F:15])[F:16])=[C:11]2[C:6](=[CH:7][CH:8]=1)[N:5]([CH2:20][C:21]([NH2:23])=[O:22])[C:4]([CH:1]1[CH2:2][CH2:3]1)=[CH:12]2)#[N:18], predict the reactants needed to synthesize it. The reactants are: [CH:1]1([C:4]2[NH:5][C:6]3[C:11]([CH:12]=2)=[C:10]([C:13]([F:16])([F:15])[F:14])[C:9]([C:17]#[N:18])=[CH:8][CH:7]=3)[CH2:3][CH2:2]1.Br[CH2:20][C:21]([NH2:23])=[O:22]. (3) Given the product [C:1]([CH2:4][N:5]1[CH2:16][CH2:15][N:14]([CH2:17][C:18]([O-:20])=[O:19])[CH2:13][CH2:12][N:11]([CH2:21][C:22]([O-:24])=[O:23])[CH2:10][CH2:9][N:8]([CH:25]([CH3:189])[C:26]([NH:28][CH2:29][C:30]([NH:32][CH:33]([CH2:155][NH:156][C:157](=[O:188])[CH2:158][NH:159][C:160](=[O:187])[CH:161]([N:163]2[CH2:164][CH2:165][N:166]([CH2:183][C:184]([O-:186])=[O:185])[CH2:167][CH2:168][N:169]([CH2:179][C:180]([O-:182])=[O:181])[CH2:170][CH2:171][N:172]([CH2:175][C:176]([O-:178])=[O:177])[CH2:173][CH2:174]2)[CH3:162])[C:34]([NH:36][CH:37]([CH2:83][NH:84][C:85](=[O:154])[CH:86]([NH:121][C:122](=[O:153])[CH2:123][NH:124][C:125](=[O:152])[CH:126]([N:128]2[CH2:129][CH2:130][N:131]([CH2:148][C:149]([O-:151])=[O:150])[CH2:132][CH2:133][N:134]([CH2:144][C:145]([O-:147])=[O:146])[CH2:135][CH2:136][N:137]([CH2:140][C:141]([O-:143])=[O:142])[CH2:138][CH2:139]2)[CH3:127])[CH2:87][NH:88][C:89](=[O:120])[CH2:90][NH:91][C:92](=[O:119])[CH:93]([N:95]2[CH2:106][CH2:105][N:104]([CH2:107][C:108]([O-:110])=[O:109])[CH2:103][CH2:102][N:101]([CH2:111][C:112]([O-:114])=[O:113])[CH2:100][CH2:99][N:98]([CH2:115][C:116]([O-:118])=[O:117])[CH2:97][CH2:96]2)[CH3:94])[C:38]([NH:40][CH2:41][CH2:42][CH2:43][CH2:44][C:45]2[CH:50]=[CH:49][CH:48]=[C:47]([CH2:51][CH2:52][C:53]3[CH:54]=[N:55][CH:56]=[C:57]([C@@H:59]([NH:64][C:65]([C@@H:67]4[CH2:72][CH2:71][CH2:70][N:69]([C:73](=[O:82])[CH2:74][CH2:75][CH:76]5[CH2:77][CH2:78][NH:79][CH2:80][CH2:81]5)[CH2:68]4)=[O:66])[CH2:60][C:61]([OH:63])=[O:62])[CH:58]=3)[CH:46]=2)=[O:39])=[O:35])=[O:31])=[O:27])[CH2:7][CH2:6]1)([O-:3])=[O:2].[Gd+3:190].[Gd+3:190].[Gd+3:190].[Gd+3:190], predict the reactants needed to synthesize it. The reactants are: [C:1]([CH2:4][N:5]1[CH2:16][CH2:15][N:14]([CH2:17][C:18]([O-:20])=[O:19])[CH2:13][CH2:12][N:11]([CH2:21][C:22]([O-:24])=[O:23])[CH2:10][CH2:9][N:8]([CH:25]([CH3:189])[C:26]([NH:28][CH2:29][C:30]([NH:32][CH:33]([CH2:155][NH:156][C:157](=[O:188])[CH2:158][NH:159][C:160](=[O:187])[CH:161]([N:163]2[CH2:174][CH2:173][N:172]([CH2:175][C:176]([O-:178])=[O:177])[CH2:171][CH2:170][N:169]([CH2:179][C:180]([O-:182])=[O:181])[CH2:168][CH2:167][N:166]([CH2:183][C:184]([O-:186])=[O:185])[CH2:165][CH2:164]2)[CH3:162])[C:34]([NH:36][CH:37]([CH2:83][NH:84][C:85](=[O:154])[CH:86]([NH:121][C:122](=[O:153])[CH2:123][NH:124][C:125](=[O:152])[CH:126]([N:128]2[CH2:139][CH2:138][N:137]([CH2:140][C:141]([O-:143])=[O:142])[CH2:136][CH2:135][N:134]([CH2:144][C:145]([O-:147])=[O:146])[CH2:133][CH2:132][N:131]([CH2:148][C:149]([O-:151])=[O:150])[CH2:130][CH2:129]2)[CH3:127])[CH2:87][NH:88][C:89](=[O:120])[CH2:90][NH:91][C:92](=[O:119])[CH:93]([N:95]2[CH2:106][CH2:105][N:104]([CH2:107][C:108]([O-:110])=[O:109])[CH2:103][CH2:102][N:101]([CH2:111][C:112]([O-:114])=[O:113])[CH2:100][CH2:99][N:98]([CH2:115][C:116]([O-:118])=[O:117])[CH2:97][CH2:96]2)[CH3:94])[C:38]([NH:40][CH2:41][CH2:42][CH2:43][CH2:44][C:45]2[CH:50]=[CH:49][CH:48]=[C:47]([C:51]#[C:52][C:53]3[CH:54]=[N:55][CH:56]=[C:57]([C@@H:59]([NH:64][C:65]([C@@H:67]4[CH2:72][CH2:71][CH2:70][N:69]([C:73](=[O:82])[CH2:74][CH2:75][CH:76]5[CH2:81][CH2:80][NH:79][CH2:78][CH2:77]5)[CH2:68]4)=[O:66])[CH2:60][C:61]([OH:63])=[O:62])[CH:58]=3)[CH:46]=2)=[O:39])=[O:35])=[O:31])=[O:27])[CH2:7][CH2:6]1)([O-:3])=[O:2].[Gd+3:190].[Gd+3].[Gd+3].[Gd+3]. (4) The reactants are: [CH3:1][O:2][CH2:3][C:4]([CH2:35][O:36][CH3:37])([CH3:34])[C:5]([O:7][CH:8]([N:10]1[C:14]2[CH:15]=[CH:16][CH:17]=[CH:18][C:13]=2[N:12]=[C:11]1[S:19][CH2:20][C:21]1[C:26]([CH3:27])=[C:25]([O:28][CH2:29][C:30]([F:33])([F:32])[F:31])[CH:24]=[CH:23][N:22]=1)[CH3:9])=[O:6].ClC1C=C(C=CC=1)C(OO)=[O:43]. Given the product [CH3:37][O:36][CH2:35][C:4]([CH2:3][O:2][CH3:1])([CH3:34])[C:5]([O:7][CH:8]([N:10]1[C:14]2[CH:15]=[CH:16][CH:17]=[CH:18][C:13]=2[N:12]=[C:11]1[S:19]([CH2:20][C:21]1[C:26]([CH3:27])=[C:25]([O:28][CH2:29][C:30]([F:33])([F:31])[F:32])[CH:24]=[CH:23][N:22]=1)=[O:43])[CH3:9])=[O:6], predict the reactants needed to synthesize it. (5) Given the product [Cl:1][C:2]1[C:7]2[N:8]=[C:9]([C:11]3[CH:12]=[CH:13][C:14]([OH:17])=[CH:15][CH:16]=3)[S:10][C:6]=2[CH:5]=[C:4]([OH:19])[CH:3]=1, predict the reactants needed to synthesize it. The reactants are: [Cl:1][C:2]1[C:7]2[N:8]=[C:9]([C:11]3[CH:16]=[CH:15][C:14]([O:17]C)=[CH:13][CH:12]=3)[S:10][C:6]=2[CH:5]=[C:4]([O:19]C)[CH:3]=1.Cl.